Dataset: Experimentally validated miRNA-target interactions with 360,000+ pairs, plus equal number of negative samples. Task: Binary Classification. Given a miRNA mature sequence and a target amino acid sequence, predict their likelihood of interaction. (1) The miRNA is hsa-miR-409-3p with sequence GAAUGUUGCUCGGUGAACCCCU. The protein sequence of the target gene is MASRWWRWRRGCSWKPAARSPGPGSPGRAGPLGPSAAAEVRAQVHRRKGLDLSQIPYINLVKHLTSACPNVCRISRFHHTTPDSKTHSGEKYTDPFKLGWRDLKGLYEDIRKELLISTSELKEMSEYYFDGKGKAFRPIIVALMARACNIHHNNSRHVQASQRAIALIAEMIHTASLVHDDVIDDASSRRGKHTVNKIWGEKKAVLAGDLILSAASIALARIGNTTVISILTQVIEDLVRGEFLQLGSKENENERFAHYLEKTFKKTASLIANSCKAVSVLGCPDPVVHEIAYQYGKNVG.... Result: 0 (no interaction). (2) The miRNA is hsa-miR-3658 with sequence UUUAAGAAAACACCAUGGAGAU. The protein sequence of the target gene is MPKIVLNGVTVDFPFQPYKCQQEYMTKVLECLQQKVNGILESPTGTGKTLCLLCTTLAWREHLRDGISARKIAERAQGELFPDRALSSWGNAAAAAGDPIACYTDIPKIIYASRTHSQLTQVINELRNTSYRPKVCVLGSREQLCIHPEVKKQESNHLQIHLCRKKVASRSCHFYNNVEEKSLEQELASPILDIEDLVKSGSKHRVCPYYLSRNLKQQADIIFMPYNYLLDAKSRRAHNIDLKGTVVIFDEAHNVEKMCEESASFDLTPHDLASGLDVIDQVLEEQTKAAQQGEPHPEFS.... Result: 0 (no interaction). (3) The miRNA is hsa-miR-149-3p with sequence AGGGAGGGACGGGGGCUGUGC. Result: 1 (interaction). The protein sequence of the target gene is MAVSAGSARTSPSSDKVQKDKAELISGPRQDSRIGKLLGFEWTDLSSWRRLVTLLNRPTDPASLAVFRFLFGFLMVLDIPQERGLSSLDRKYLDGLDVCRFPLLDALRPLPLDWMYLVYTIMFLGALGMMLGLCYRISCVLFLLPYWYVFLLDKTSWNNHSYLYGLLAFQLTFMDANHYWSVDGLLNAHRRNAHVPLWNYAVLRGQIFIVYFIAGVKKLDADWVEGYSMEYLSRHWLFSPFKLLLSEELTSLLVVHWGGLLLDLSAGFLLFFDVSRSIGLFFVSYFHCMNSQLFSIGMFS.... (4) The miRNA is hsa-miR-1290 with sequence UGGAUUUUUGGAUCAGGGA. The protein sequence of the target gene is MKSLSLLLAVALGLATAVSAGPAVIECWFVEDASGKGLAKRPGALLLRQGPGEPPPRPDLDPELYLSVHDPAGALQAAFRRYPRGAPAPHCEMSRFVPLPASAKWASGLTPAQNCPRALDGAWLMVSISSPVLSLSSLLRPQPEPQQEPVLITMATVVLTVLTHTPAPRVRLGQDALLDLSFAYMPPTSEAASSLAPGPPPFGLEWRRQHLGKGHLLLAATPGLNGQMPAAQEGAVAFAAWDDDEPWGPWTGNGTFWLPRVQPFQEGTYLATIHLPYLQGQVTLELAVYKPPKVSLMPAT.... Result: 1 (interaction). (5) The miRNA is mmu-miR-466m-5p with sequence UGUGUGCAUGUGCAUGUGUGUAU. The protein sequence of the target gene is MGGLFWRSALRGLRCGPRAPGPSLLVRHGSGGPSWTRERTLVAVKPDGVQRRLVGDVIQRFERRGFTLVGMKMLQAPESVLAEHYQDLRRKPFYPALIRYMSSGPVVAMVWEGYNVVRASRAMIGHTDSAEAAPGTIRGDFSVHISRNVIHASDSVEGAQREIQLWFQSSELVSWADGGQHSSIHPA. Result: 0 (no interaction). (6) The miRNA is hsa-miR-6744-5p with sequence UGGAUGACAGUGGAGGCCU. The protein sequence of the target gene is MLDFFTIFSKGGLVLWCFQGVSDSCTGPVNALIRSVLLQERGGNNSFTHEALTLKYKLDNQFELVFVVGFQKILTLTYVDKLIDDVHRLFRDKYRTEIQQQSALSLLNGTFDFQNDFLRLLREAEESSKIRAPTTMKKFEDSEKAKKPVRSMIETRGEKTKEKAKNNKKRGAKKEGSDGTLATSKTAPAEKSGLSAGPENGELSKEELIRRKREEFIQKHGKGLDKSSKSTKSDTPKEKGKKAPRVWELGGCANKEVLDYSTPTTNGTPEAALSEDINLIRGTGPGGQLQDLDCSSSDDE.... Result: 0 (no interaction). (7) The miRNA is hsa-miR-4648 with sequence UGUGGGACUGCAAAUGGGAG. The protein sequence of the target gene is MNTKDTTEVAENSHHLKIFLPKKLLECLPRCPLLPPERLRWNTNEEIASYLITFEKHDEWLSCAPKTRPQNGSIILYNRKKVKYRKDGYLWKKRKDGKTTREDHMKLKVQGMECLYGCYVHSSIVPTFHRRCYWLLQNPDIVLVHYLNVPALEDCGKGCSPIFCSISSDRREWLKWSREELLGQLKPMFHGIKWSCGNGTEEFSVEHLVQQILDTHPTKPAPRTHACLCSGGLGSGSLTHKCSSTKHRIISPKVEPRALTLTSIPHAHPPEPPPLIAPLPPELPKAHTSPSSSSSSSSSG.... Result: 1 (interaction). (8) The miRNA is mmu-miR-92a-2-5p with sequence AGGUGGGGAUUGGUGGCAUUAC. The protein sequence of the target gene is MESQKEARTLQEPVARPSGASSSQTPNDKERREGGAVPAAAALGAEADDDSADGLWELPVEPAERRPECTRCSRPQKVCLCPFLPAHPLHISTHLYIIQHPAEENKVLRTVPLLAACLPQDKCKVKIGRRFSEERDPELSTVCRKSGTLILYPGAEAANLEEFILDSPVYPSTIIIIDGTWSQAKDIFYKNSLFRHPKQVQLKTSISSQYVIRMQPTNRCLSTLECAAVALSILEKNNYIQETLLRPLQALCSFQLQHGAQIRLSKEHLLKNGLYPKPMPKNKRKLRKMELLMNSVKI. Result: 0 (no interaction). (9) The miRNA is hsa-miR-5089-5p with sequence GUGGGAUUUCUGAGUAGCAUC. The protein sequence of the target gene is MSSNSSLLVAVQLCYANVNGSCVKIPFSPGSRVILYIVFGFGAVLAVFGNLLVMISILHFKQLHSPTNFLVASLACADFLVGVTVMPFSMVRTVESCWYFGRSFCTFHTCCDVAFCYSSLFHLCFISIDRYIAVTDPLVYPTKFTVSVSGICISVSWILPLMYSGAVFYTGVYDDGLEELSDALNCIGGCQTVVNQNWVLTDFLSFFIPTFIMIILYGNIFLVARRQAKKIENTGSKTESSSESYKARVARRERKAAKTLGVTVVAFMISWLPYSIDSLIDAFMGFITPACIYEICCWCA.... Result: 0 (no interaction).